Task: Predict the reactants needed to synthesize the given product.. Dataset: Full USPTO retrosynthesis dataset with 1.9M reactions from patents (1976-2016) (1) Given the product [F:25][C:26]1[CH:31]=[C:30]([C:2]2[N:7]=[C:6]([N:8]([CH3:24])[C:9]3[CH:14]=[CH:13][N:12]=[C:11]([NH:15][CH2:16][CH2:17][C:18]4[CH:19]=[N:20][CH:21]=[CH:22][CH:23]=4)[N:10]=3)[CH:5]=[CH:4][N:3]=2)[CH:29]=[CH:28][CH:27]=1, predict the reactants needed to synthesize it. The reactants are: Cl[C:2]1[N:7]=[C:6]([N:8]([CH3:24])[C:9]2[CH:14]=[CH:13][N:12]=[C:11]([NH:15][CH2:16][CH2:17][C:18]3[CH:19]=[N:20][CH:21]=[CH:22][CH:23]=3)[N:10]=2)[CH:5]=[CH:4][N:3]=1.[F:25][C:26]1[CH:27]=[C:28](B(O)O)[CH:29]=[CH:30][CH:31]=1.C(=O)([O-])[O-].[Na+].[Na+].CCO. (2) Given the product [C:1]([O:5][C:6](=[O:14])[NH:7][CH:8]1[CH2:13][CH2:12][N:11]([CH2:16][CH2:17][N:18]2[CH2:23][CH2:22][CH:21]([OH:24])[CH2:20][CH2:19]2)[CH2:10][CH2:9]1)([CH3:4])([CH3:2])[CH3:3], predict the reactants needed to synthesize it. The reactants are: [C:1]([O:5][C:6](=[O:14])[NH:7][CH:8]1[CH2:13][CH2:12][NH:11][CH2:10][CH2:9]1)([CH3:4])([CH3:3])[CH3:2].O[CH2:16][CH2:17][N:18]1[CH2:23][CH2:22][CH:21]([OH:24])[CH2:20][CH2:19]1.CCN(C(C)C)C(C)C.[I-].C(C[P+](C)(C)C)#N.C(=O)([O-])[O-].[K+].[K+]. (3) Given the product [CH3:10][S:9][CH2:8][CH2:7][C@H:3]([NH:2][C:36](=[O:37])[C@H:31]([CH2:32][CH:33]([CH3:34])[CH3:35])[NH:30][C@@H:13]([C:14]1[CH:15]=[CH:16][C:17]([C:20]2[CH:25]=[CH:24][C:23]([S:26]([CH3:29])(=[O:27])=[O:28])=[CH:22][CH:21]=2)=[CH:18][CH:19]=1)[C:12]([F:39])([F:40])[F:11])[C:4](=[O:6])[CH3:5], predict the reactants needed to synthesize it. The reactants are: Cl.[NH2:2][C@@H:3]([CH2:7][CH2:8][S:9][CH3:10])[C:4](=[O:6])[CH3:5].[F:11][C:12]([F:40])([F:39])[C@@H:13]([NH:30][C@H:31]([C:36](O)=[O:37])[CH2:32][CH:33]([CH3:35])[CH3:34])[C:14]1[CH:19]=[CH:18][C:17]([C:20]2[CH:25]=[CH:24][C:23]([S:26]([CH3:29])(=[O:28])=[O:27])=[CH:22][CH:21]=2)=[CH:16][CH:15]=1.F[P-](F)(F)(F)(F)F.N1(OC(N(C)C)=[N+](C)C)C2N=CC=CC=2N=N1.C(N(CC)CC)C. (4) The reactants are: [N:1]1[C:5]2[CH:6]=[CH:7][C:8]([NH2:10])=[CH:9][C:4]=2[NH:3][CH:2]=1.[C:11]([C:15]1[CH:22]=[CH:21][C:18]([CH2:19]Br)=[CH:17][CH:16]=1)([CH3:14])([CH3:13])[CH3:12].C([O-])([O-])=O.[K+].[K+]. Given the product [C:11]([C:15]1[CH:22]=[CH:21][C:18]([CH2:19][N:10]([CH2:19][C:18]2[CH:21]=[CH:22][C:15]([C:11]([CH3:14])([CH3:13])[CH3:12])=[CH:16][CH:17]=2)[C:8]2[CH:7]=[CH:6][C:5]3[NH:1][CH:2]=[N:3][C:4]=3[CH:9]=2)=[CH:17][CH:16]=1)([CH3:14])([CH3:13])[CH3:12], predict the reactants needed to synthesize it. (5) Given the product [NH2:46][CH2:47][CH2:48][O:55][NH:14][C:15]([C:17]1[C:26]2[CH2:25][C:24]([CH3:28])([CH3:27])[CH2:23][NH:22][C:21](=[O:29])[C:20]=2[S:19][C:18]=1[NH:30][C:31]1[CH:36]=[CH:35][C:34]([I:37])=[CH:33][C:32]=1[F:38])=[O:16], predict the reactants needed to synthesize it. The reactants are: C(OC(N1CCC[C@H]1C[NH:14][C:15]([C:17]1[C:26]2[CH2:25][C:24]([CH3:28])([CH3:27])[CH2:23][NH:22][C:21](=[O:29])[C:20]=2[S:19][C:18]=1[NH:30][C:31]1[CH:36]=[CH:35][C:34]([I:37])=[CH:33][C:32]=1[F:38])=[O:16])=O)(C)(C)C.C1N=CN(C([N:46]2C=N[CH:48]=[CH:47]2)=O)C=1.CN(C=[O:55])C.